This data is from Forward reaction prediction with 1.9M reactions from USPTO patents (1976-2016). The task is: Predict the product of the given reaction. (1) Given the reactants [CH:1]1[C:6]([NH2:7])=[CH:5][CH:4]=[C:3]([O:8][C:9]2[CH:10]=[CH:11][C:12]([NH2:15])=[CH:13][CH:14]=2)[CH:2]=1.[S:16](O[S:16]([C:19]([F:22])([F:21])[F:20])(=[O:18])=[O:17])([C:19]([F:22])([F:21])[F:20])(=[O:18])=[O:17].C(=O)(O)[O-].[Na+], predict the reaction product. The product is: [F:20][C:19]([F:22])([F:21])[S:16]([NH:15][C:12]1[CH:13]=[CH:14][C:9]([O:8][C:3]2[CH:2]=[CH:1][C:6]([NH:7][S:16]([C:19]([F:20])([F:21])[F:22])(=[O:17])=[O:18])=[CH:5][CH:4]=2)=[CH:10][CH:11]=1)(=[O:18])=[O:17]. (2) Given the reactants C(=O)([O-])[O-].[Na+].[Na+].C1(P(C2C=CC=CC=2)C2C=CC=CC=2)C=CC=CC=1.Cl[C:27]1[N:32]=[CH:31][C:30]([C:33]([O:35][CH3:36])=[O:34])=[CH:29][N:28]=1.[Cl:37][C:38]1[CH:39]=[C:40](B(O)O)[CH:41]=[CH:42][CH:43]=1.[NH4+].[Cl-], predict the reaction product. The product is: [Cl:37][C:38]1[CH:43]=[C:42]([C:27]2[N:32]=[CH:31][C:30]([C:33]([O:35][CH3:36])=[O:34])=[CH:29][N:28]=2)[CH:41]=[CH:40][CH:39]=1. (3) Given the reactants [OH:1][CH2:2][CH2:3][C:4]1[CH:12]=[CH:11][CH:10]=[C:9]2[C:5]=1[CH2:6][C:7](=[O:13])[NH:8]2.[OH:14][CH2:15][CH2:16][CH2:17][C:18]1[C:19]2[CH2:29][CH2:28][CH2:27][CH2:26][CH2:25][C:20]=2[NH:21][C:22]=1[CH:23]=O.N1CCCCC1, predict the reaction product. The product is: [OH:1][CH2:2][CH2:3][C:4]1[CH:12]=[CH:11][CH:10]=[C:9]2[C:5]=1/[C:6](=[CH:23]/[C:22]1[NH:21][C:20]3[CH2:25][CH2:26][CH2:27][CH2:28][CH2:29][C:19]=3[C:18]=1[CH2:17][CH2:16][CH2:15][OH:14])/[C:7](=[O:13])[NH:8]2. (4) Given the reactants [Br:1][C:2]1[CH:3]=[CH:4][C:5]([Cl:13])=[C:6]([CH:12]=1)[CH2:7][NH:8][CH:9]1[CH2:11][CH2:10]1.C[Si](C)(C)[N-][Si](C)(C)C.[K+].[C:24](O[C:24]([O:26][C:27]([CH3:30])([CH3:29])[CH3:28])=[O:25])([O:26][C:27]([CH3:30])([CH3:29])[CH3:28])=[O:25], predict the reaction product. The product is: [Br:1][C:2]1[CH:3]=[CH:4][C:5]([Cl:13])=[C:6]([CH:12]=1)[CH2:7][N:8]([CH:9]1[CH2:10][CH2:11]1)[C:24](=[O:25])[O:26][C:27]([CH3:30])([CH3:29])[CH3:28]. (5) Given the reactants [Mg].II.C(Br)C.[C:7]([C:11]#[CH:12])([CH3:10])([CH3:9])[CH3:8].CC.[CH:15]([CH:17]=[CH2:18])=[O:16], predict the reaction product. The product is: [CH3:8][C:7]([CH3:10])([CH3:9])[C:11]#[C:12][CH:15]([OH:16])[CH:17]=[CH2:18]. (6) Given the reactants C[O:2][C:3]([C:5]1[CH:10]=[CH:9][C:8]([O:11][C:12]([N:14]2[CH2:18][CH:17]([CH2:19][C:20]([CH3:23])([CH3:22])[CH3:21])[C:16]3([C:31]4[C:26](=[CH:27][C:28]([Cl:32])=[CH:29][CH:30]=4)[NH:25][C:24]3=[O:33])[CH:15]2[C:34]2[CH:39]=[CH:38][CH:37]=[C:36]([Cl:40])[C:35]=2[F:41])=[O:13])=[CH:7][CH:6]=1)=[O:4].[Li+].[OH-].CO, predict the reaction product. The product is: [C:3]([C:5]1[CH:10]=[CH:9][C:8]([O:11][C:12]([N:14]2[CH2:18][CH:17]([CH2:19][C:20]([CH3:23])([CH3:22])[CH3:21])[C:16]3([C:31]4[C:26](=[CH:27][C:28]([Cl:32])=[CH:29][CH:30]=4)[NH:25][C:24]3=[O:33])[CH:15]2[C:34]2[CH:39]=[CH:38][CH:37]=[C:36]([Cl:40])[C:35]=2[F:41])=[O:13])=[CH:7][CH:6]=1)([OH:4])=[O:2]. (7) Given the reactants [CH2:1]([N:8]1[C:20]2[CH:19]=[CH:18][C:17]([NH:21]C(=O)OCC3C=CC(OC)=CC=3)=[CH:16][C:15]=2[C:14]2[C:9]1=[CH:10][C:11]([C:37]1[C:38]([CH3:43])=[N:39][O:40][C:41]=1[CH3:42])=[CH:12][C:13]=2[C:34](=[O:36])[NH2:35])[C:2]1[CH:7]=[CH:6][CH:5]=[CH:4][CH:3]=1.C1(OC)C=CC=CC=1.C(O)(C(F)(F)F)=O, predict the reaction product. The product is: [NH2:21][C:17]1[CH:16]=[C:15]2[C:20](=[CH:19][CH:18]=1)[N:8]([CH2:1][C:2]1[CH:3]=[CH:4][CH:5]=[CH:6][CH:7]=1)[C:9]1[CH:10]=[C:11]([C:37]3[C:38]([CH3:43])=[N:39][O:40][C:41]=3[CH3:42])[CH:12]=[C:13]([C:34]([NH2:35])=[O:36])[C:14]2=1. (8) Given the reactants Br.[CH:2]1([C:5]2[CH:6]=[CH:7][C:8]([CH:13]=[O:14])=[N:9][C:10]=2[O:11]C)[CH2:4][CH2:3]1.O, predict the reaction product. The product is: [CH:2]1([C:5]2[C:10](=[O:11])[NH:9][C:8]([CH:13]=[O:14])=[CH:7][CH:6]=2)[CH2:4][CH2:3]1. (9) Given the reactants Br[C:2]1[CH:7]=[CH:6][CH:5]=[C:4]([Br:8])[N:3]=1.C([Mg]Cl)(C)C.[O:14]1[CH:18]=[CH:17][CH:16]=[C:15]1[C:19]1[N:20]=[C:21]([NH:30][C:31]([C:33]2[CH:38]=[CH:37][N:36]=[CH:35][CH:34]=2)=[O:32])[S:22][C:23]=1[C:24](=[O:29])N(OC)C.[Cl-].[NH4+], predict the reaction product. The product is: [Br:8][C:4]1[N:3]=[C:2]([C:24]([C:23]2[S:22][C:21]([NH:30][C:31]([C:33]3[CH:34]=[CH:35][N:36]=[CH:37][CH:38]=3)=[O:32])=[N:20][C:19]=2[C:15]2[O:14][CH:18]=[CH:17][CH:16]=2)=[O:29])[CH:7]=[CH:6][CH:5]=1. (10) The product is: [OH:2][C:3]1[CH:4]=[C:5]2[C:10](=[CH:11][CH:12]=1)[CH:9]=[C:8]([C:13]1[NH:14][C:15]3[C:20]([C:21]=1[CH2:22][CH2:23][CH2:24][CH2:25][CH3:26])=[CH:19][CH:18]=[CH:17][CH:16]=3)[CH:7]=[CH:6]2. Given the reactants C[O:2][C:3]1[CH:4]=[C:5]2[C:10](=[CH:11][CH:12]=1)[CH:9]=[C:8]([C:13]1[NH:14][C:15]3[C:20]([C:21]=1[CH2:22][CH2:23][CH2:24][CH2:25][CH3:26])=[CH:19][CH:18]=[CH:17][CH:16]=3)[CH:7]=[CH:6]2.B(Br)(Br)Br, predict the reaction product.